This data is from Catalyst prediction with 721,799 reactions and 888 catalyst types from USPTO. The task is: Predict which catalyst facilitates the given reaction. (1) Reactant: [N:1]1[C:10]2[C:5](=[CH:6][CH:7]=[CH:8][CH:9]=2)[CH:4]=[N:3][CH:2]=1.S(=O)(=O)(O)O.[Br:16]N1C(=O)CCC1=O. Product: [Br:16][C:7]1[CH:6]=[C:5]2[C:10](=[CH:9][CH:8]=1)[N:1]=[CH:2][N:3]=[CH:4]2. The catalyst class is: 55. (2) Reactant: Cl[C:2]1[CH:3]=[C:4]([CH:8]=[C:9]([C:11]([F:14])([F:13])[F:12])[N:10]=1)[C:5]([OH:7])=[O:6].[CH3:15][OH:16].C[O-].[Na+].Cl. Product: [CH3:15][O:16][C:2]1[CH:3]=[C:4]([CH:8]=[C:9]([C:11]([F:14])([F:13])[F:12])[N:10]=1)[C:5]([OH:7])=[O:6]. The catalyst class is: 25. (3) Reactant: [F:1][C:2]([F:20])([F:19])[CH2:3][N:4]1[CH2:9][CH2:8][C:7]2([C:17]3[C:12](=[CH:13][CH:14]=[CH:15][CH:16]=3)[NH:11][C:10]2=[O:18])[CH2:6][CH2:5]1.[H-].[Na+].Br[CH2:24][C:25]([O:27][C:28]([CH3:31])([CH3:30])[CH3:29])=[O:26]. Product: [O:18]=[C:10]1[C:7]2([CH2:8][CH2:9][N:4]([CH2:3][C:2]([F:1])([F:19])[F:20])[CH2:5][CH2:6]2)[C:17]2[C:12](=[CH:13][CH:14]=[CH:15][CH:16]=2)[N:11]1[CH2:24][C:25]([O:27][C:28]([CH3:31])([CH3:30])[CH3:29])=[O:26]. The catalyst class is: 3. (4) Reactant: C(OC(=O)[NH:7][C:8]1[CH:13]=[C:12]([C:14]([F:17])([F:16])[F:15])[C:11]([Cl:18])=[CH:10][C:9]=1[NH:19][C:20](=[O:36])[CH2:21][C:22](=O)[C:23]1[CH:28]=[CH:27][CH:26]=[C:25]([C:29]2[CH:30]=[N:31][CH:32]=[CH:33][CH:34]=2)[CH:24]=1)(C)(C)C.C(O)(C(F)(F)F)=O. Product: [Cl:18][C:11]1[C:12]([C:14]([F:17])([F:16])[F:15])=[CH:13][C:8]2[N:7]=[C:22]([C:23]3[CH:28]=[CH:27][CH:26]=[C:25]([C:29]4[CH:30]=[N:31][CH:32]=[CH:33][CH:34]=4)[CH:24]=3)[CH2:21][C:20](=[O:36])[NH:19][C:9]=2[CH:10]=1. The catalyst class is: 2. (5) The catalyst class is: 222. Product: [CH3:24][C:23]([C:2]#[C:1][S:3]([C:6]1[C:15]([CH3:16])=[CH:14][C:13]2[C:12]([CH3:18])([CH3:17])[CH2:11][CH2:10][C:9]([CH3:20])([CH3:19])[C:8]=2[CH:7]=1)(=[O:5])=[O:4])=[CH:22][C:21]([O:26][CH2:27][CH3:28])=[O:25]. Reactant: [C:1]([S:3]([C:6]1[CH:7]=[C:8]2[C:13](=[CH:14][C:15]=1[CH3:16])[C:12]([CH3:18])([CH3:17])[CH2:11][CH2:10][C:9]2([CH3:20])[CH3:19])(=[O:5])=[O:4])#[CH:2].[C:21]([O:26][CH2:27][CH3:28])(=[O:25])[C:22]#[C:23][CH3:24]. (6) Reactant: [NH:1]1[C:9]2[C:4](=[CH:5][CH:6]=[CH:7][CH:8]=2)[C:3]([CH:10]=[O:11])=[CH:2]1.C1COCC1.[CH3:17][C:18]([O:21][C:22](O[C:22]([O:21][C:18]([CH3:20])([CH3:19])[CH3:17])=[O:23])=[O:23])([CH3:20])[CH3:19]. Product: [C:22]([N:1]1[C:9]2[C:4](=[CH:5][CH:6]=[CH:7][CH:8]=2)[C:3]([CH:10]=[O:11])=[CH:2]1)([O:21][C:18]([CH3:20])([CH3:19])[CH3:17])=[O:23]. The catalyst class is: 850. (7) Reactant: [CH3:1][O:2][C:3]1[C:8]2[CH2:9][CH2:10][C@@H:11]3[CH2:18][CH2:17][C@@H:16]([C:19]([O:21][N:22]=[C:23]([C:25]4[NH:26][CH:27]=[C:28]([CH3:30])[CH:29]=4)[NH2:24])=O)[CH2:15][N:12]3[C:13](=[O:14])[C:7]=2[CH:6]=[CH:5][CH:4]=1. Product: [CH3:1][O:2][C:3]1[C:8]2=[CH:9][CH:10]=[C:11]3[CH2:18][CH2:17][C@@H:16]([C:19]4[O:21][N:22]=[C:23]([C:25]5[NH:26][CH:27]=[C:28]([CH3:30])[CH:29]=5)[N:24]=4)[CH2:15][N:12]3[C:13](=[O:14])[C@@H:7]2[CH2:6][CH2:5][CH:4]=1. The catalyst class is: 44.